This data is from Full USPTO retrosynthesis dataset with 1.9M reactions from patents (1976-2016). The task is: Predict the reactants needed to synthesize the given product. (1) Given the product [CH:32](=[N:2][NH:1][C:3]([C:5]1[S:28][C:8]2[NH:9][N:10]=[C:11]([NH:12][C:13](=[O:27])[C:14]3[CH:15]=[CH:16][C:17]([N:20]4[CH2:21][CH2:22][N:23]([CH3:26])[CH2:24][CH2:25]4)=[CH:18][CH:19]=3)[C:7]=2[CH:6]=1)=[O:4])[C:33]1[CH:38]=[CH:37][CH:36]=[CH:35][CH:34]=1, predict the reactants needed to synthesize it. The reactants are: [NH:1]([C:3]([C:5]1[S:28][C:8]2[NH:9][N:10]=[C:11]([NH:12][C:13](=[O:27])[C:14]3[CH:19]=[CH:18][C:17]([N:20]4[CH2:25][CH2:24][N:23]([CH3:26])[CH2:22][CH2:21]4)=[CH:16][CH:15]=3)[C:7]=2[CH:6]=1)=[O:4])[NH2:2].C(O)C.[CH:32](=O)[C:33]1[CH:38]=[CH:37][CH:36]=[CH:35][CH:34]=1.Cl. (2) Given the product [NH2:22][C:20](=[O:21])[C:19]([NH:18][C:15](=[O:17])[C:7]1[CH:6]=[CH:5][C:4]([CH:1]2[CH2:2][CH2:3]2)=[C:9]([O:10][CH2:11][CH:12]2[CH2:13][CH2:14]2)[N:8]=1)([CH3:25])[CH2:23][CH3:24], predict the reactants needed to synthesize it. The reactants are: [CH:1]1([C:4]2[CH:5]=[CH:6][C:7]([C:15]([OH:17])=O)=[N:8][C:9]=2[O:10][CH2:11][CH:12]2[CH2:14][CH2:13]2)[CH2:3][CH2:2]1.[NH2:18][C:19]([CH3:25])([CH2:23][CH3:24])[C:20]([NH2:22])=[O:21]. (3) Given the product [Cl:14][C:15]1[N:16]=[C:17]([O:3][C:4]2[C:5]([CH3:13])=[CH:6][C:7]([C:8]#[N:9])=[CH:10][C:11]=2[CH3:12])[C:18]2[N:23]([CH3:24])[CH:22]=[CH:21][C:19]=2[N:20]=1, predict the reactants needed to synthesize it. The reactants are: [H-].[Na+].[OH:3][C:4]1[C:11]([CH3:12])=[CH:10][C:7]([C:8]#[N:9])=[CH:6][C:5]=1[CH3:13].[Cl:14][C:15]1[N:16]=[C:17](Cl)[C:18]2[N:23]([CH3:24])[CH:22]=[CH:21][C:19]=2[N:20]=1. (4) Given the product [CH3:28][C:25]1[CH:24]=[CH:23][C:22]([C:17]2[CH2:18][CH2:19][CH2:20][CH2:21][C:16]=2[C:14]([NH:13][C:10]2[CH:9]=[CH:8][C:7]([NH:6][CH2:30][CH2:29][C:31]3[CH:36]=[CH:35][CH:34]=[CH:33][N:32]=3)=[CH:12][CH:11]=2)=[O:15])=[CH:27][CH:26]=1, predict the reactants needed to synthesize it. The reactants are: CS(O)(=O)=O.[NH2:6][C:7]1[CH:12]=[CH:11][C:10]([NH:13][C:14]([C:16]2[CH2:21][CH2:20][CH2:19][CH2:18][C:17]=2[C:22]2[CH:27]=[CH:26][C:25]([CH3:28])=[CH:24][CH:23]=2)=[O:15])=[CH:9][CH:8]=1.[CH:29]([C:31]1[CH:36]=[CH:35][CH:34]=[CH:33][N:32]=1)=[CH2:30]. (5) Given the product [CH3:1][O:20][C:19]1[CH:3]=[CH:4][C:5]([CH:6]2[C:8]3[C:9](=[CH:13][CH:14]=[CH:15][CH:16]=3)[CH:36]([C:37]3[CH:45]=[CH:44][C:43]4[O:42][CH2:41][O:40][C:39]=4[CH:38]=3)[CH:23]2[C:24]([OH:26])=[O:25])=[CH:17][CH:18]=1, predict the reactants needed to synthesize it. The reactants are: [CH2:1]1[O:20][C:19]2[CH:18]=[CH:17][C:5]([C:6]([C:8]3[CH:16]=[CH:15][CH:14]=[CH:13][C:9]=3C(O)=O)=O)=[CH:4][C:3]=2O1.BrC1C=CC=C[C:23]=1[C:24]([OH:26])=[O:25].C([Li])CCC.[C:36](Cl)(=O)[C:37]1[CH:45]=[CH:44][C:43]2[O:42][CH2:41][O:40][C:39]=2[CH:38]=1.